From a dataset of Retrosynthesis with 50K atom-mapped reactions and 10 reaction types from USPTO. Predict the reactants needed to synthesize the given product. (1) Given the product CCOc1cc2c(cc1OC)C(c1ccc(C(=O)N(C(C)C)[C@@H](C)COC(=O)c3ccc([N+](=O)[O-])cc3)cc1)=N[C@@H]1CCN(C)C[C@H]21, predict the reactants needed to synthesize it. The reactants are: CC(C)N[C@@H](C)COC(=O)c1ccc([N+](=O)[O-])cc1.CCOc1cc2c(cc1OC)C(c1ccc(C(=O)Cl)cc1)=N[C@@H]1CCN(C)C[C@H]21. (2) Given the product CNC(=O)c1nn(C)cc1N, predict the reactants needed to synthesize it. The reactants are: CNC(=O)c1nn(C)cc1[N+](=O)[O-]. (3) Given the product C=CCOc1ccc2c(c1)Cc1c(-c3ccc(-c4nnn[nH]4)cc3)n[nH]c1-2, predict the reactants needed to synthesize it. The reactants are: C=CCOc1ccc2c(c1)Cc1c(-c3ccc(C#N)cc3)n[nH]c1-2.[N-]=[N+]=[N-]. (4) Given the product CC(=O)OC1CCc2ccc(O)cc2C1, predict the reactants needed to synthesize it. The reactants are: COc1ccc2c(c1)CC(OC(C)=O)CC2. (5) Given the product N#CCCCNc1cccc(/C=C/c2nc3ccccc3s2)c1, predict the reactants needed to synthesize it. The reactants are: N#CCCCBr.Nc1cccc(/C=C/c2nc3ccccc3s2)c1. (6) The reactants are: CCCS(=O)(=O)Nc1ccc(F)c(NC(=O)c2cc(C)cc3c(Cl)ncnc23)c1F.N. Given the product CCCS(=O)(=O)Nc1ccc(F)c(NC(=O)c2cc(C)cc3c(N)ncnc23)c1F, predict the reactants needed to synthesize it.